This data is from Catalyst prediction with 721,799 reactions and 888 catalyst types from USPTO. The task is: Predict which catalyst facilitates the given reaction. (1) Reactant: [CH3:1][C:2]1([CH3:10])[CH2:7][C:6](=O)[CH2:5][C:4](=[O:9])[CH2:3]1.C(O)(=O)C.C([O-])(=O)C.[NH4+:19].O. Product: [NH2:19][C:6]1[CH2:7][C:2]([CH3:10])([CH3:1])[CH2:3][C:4](=[O:9])[CH:5]=1. The catalyst class is: 48. (2) Reactant: [NH2:1][C:2]1[C:7]([C:8](O)=[O:9])=[CH:6][C:5]([Br:11])=[CH:4][N:3]=1.[CH3:12][NH:13][CH3:14].P(C#N)(OCC)(OCC)=O. Product: [NH2:1][C:2]1[N:3]=[CH:4][C:5]([Br:11])=[CH:6][C:7]=1[C:8]([N:13]([CH3:14])[CH3:12])=[O:9]. The catalyst class is: 1. (3) The catalyst class is: 3. Product: [NH2:1][C:2]1[C:3]([N+:13]([O-:15])=[O:14])=[C:4]([CH:9]=[C:10]([N:16]2[CH2:21][CH2:20][O:19][CH2:18][CH2:17]2)[CH:11]=1)[C:5]([O:7][CH3:8])=[O:6]. Reactant: [NH2:1][C:2]1[C:3]([N+:13]([O-:15])=[O:14])=[C:4]([CH:9]=[C:10](Cl)[CH:11]=1)[C:5]([O:7][CH3:8])=[O:6].[NH:16]1[CH2:21][CH2:20][O:19][CH2:18][CH2:17]1.C([O-])([O-])=O.[K+].[K+].O. (4) Reactant: [CH2:1]([O:8][C:9](=[O:30])[NH:10][C:11]1[CH:16]=[CH:15][C:14]([F:17])=[C:13]([CH:18]([OH:28])[C:19]2[C:27]3[C:22](=[N:23][CH:24]=[CH:25][CH:26]=3)[NH:21][CH:20]=2)[C:12]=1[F:29])[C:2]1[CH:7]=[CH:6][CH:5]=[CH:4][CH:3]=1.O1CCCC1.CC(OI1(OC(C)=O)(OC(C)=O)OC(=O)C2C=CC=CC1=2)=O. Product: [CH2:1]([O:8][C:9](=[O:30])[NH:10][C:11]1[CH:16]=[CH:15][C:14]([F:17])=[C:13]([C:18]([C:19]2[C:27]3[C:22](=[N:23][CH:24]=[CH:25][CH:26]=3)[NH:21][CH:20]=2)=[O:28])[C:12]=1[F:29])[C:2]1[CH:3]=[CH:4][CH:5]=[CH:6][CH:7]=1. The catalyst class is: 6. (5) Reactant: [CH2:1]([C@@:4]1([C:20]2[CH:25]=[CH:24][C:23]([F:26])=[CH:22][CH:21]=2)[O:9][C:8](=[O:10])[N:7]([C@H:11]([C:13]2[CH:18]=[CH:17][C:16](Br)=[CH:15][CH:14]=2)[CH3:12])[CH2:6][CH2:5]1)[CH:2]=[CH2:3].[B:27]1([B:27]2[O:31][C:30]([CH3:33])([CH3:32])[C:29]([CH3:35])([CH3:34])[O:28]2)[O:31][C:30]([CH3:33])([CH3:32])[C:29]([CH3:35])([CH3:34])[O:28]1.CC([O-])=O.[K+]. Product: [CH2:1]([C@@:4]1([C:20]2[CH:25]=[CH:24][C:23]([F:26])=[CH:22][CH:21]=2)[O:9][C:8](=[O:10])[N:7]([C@H:11]([C:13]2[CH:18]=[CH:17][C:16]([B:27]3[O:31][C:30]([CH3:33])([CH3:32])[C:29]([CH3:35])([CH3:34])[O:28]3)=[CH:15][CH:14]=2)[CH3:12])[CH2:6][CH2:5]1)[CH:2]=[CH2:3]. The catalyst class is: 16. (6) Reactant: [F:1][C:2]1[CH:7]=[CH:6][C:5]([C:8]2[O:9][C:10]3[CH:18]=[C:17]([N:19]([CH2:24][C:25]4[CH:30]=[CH:29][C:28]([O:31][CH3:32])=[CH:27][CH:26]=4)[S:20]([CH3:23])(=[O:22])=[O:21])[C:16]([O:33][CH:34]([CH3:36])[CH3:35])=[CH:15][C:11]=3[C:12]=2[CH:13]=O)=[CH:4][CH:3]=1.[CH2:37]([NH2:40])[CH2:38][NH2:39].BrN1C(=O)CCC1=O. Product: [NH:39]1[CH2:38][CH2:37][N:40]=[C:13]1[C:12]1[C:11]2[CH:15]=[C:16]([O:33][CH:34]([CH3:36])[CH3:35])[C:17]([N:19]([CH2:24][C:25]3[CH:30]=[CH:29][C:28]([O:31][CH3:32])=[CH:27][CH:26]=3)[S:20]([CH3:23])(=[O:22])=[O:21])=[CH:18][C:10]=2[O:9][C:8]=1[C:5]1[CH:6]=[CH:7][C:2]([F:1])=[CH:3][CH:4]=1. The catalyst class is: 4. (7) Reactant: [F:1][C:2]1[CH:10]=[CH:9][C:8]([F:11])=[C:7]2[C:3]=1[CH2:4][C:5]([NH:15][C:16](=[O:28])[C:17]1[CH:22]=[CH:21][CH:20]=[C:19]([CH3:23])[C:18]=1[CH:24]=[C:25]([CH3:27])[CH3:26])([C:12]([OH:14])=[O:13])[CH2:6]2. Product: [F:1][C:2]1[CH:10]=[CH:9][C:8]([F:11])=[C:7]2[C:3]=1[CH2:4][C:5]([NH:15][C:16](=[O:28])[C:17]1[CH:22]=[CH:21][CH:20]=[C:19]([CH3:23])[C:18]=1[CH2:24][CH:25]([CH3:26])[CH3:27])([C:12]([OH:14])=[O:13])[CH2:6]2. The catalyst class is: 19. (8) Reactant: C(OC([N:8]1[CH2:13][CH2:12][N:11]([C:14]2[C:15]([CH3:21])=[N:16][C:17]([CH3:20])=[CH:18][CH:19]=2)[CH2:10][CH2:9]1)=O)(C)(C)C.Cl.C(OCC)(=O)C.C(=O)([O-])[O-].[K+].[K+]. Product: [CH3:21][C:15]1[C:14]([N:11]2[CH2:12][CH2:13][NH:8][CH2:9][CH2:10]2)=[CH:19][CH:18]=[C:17]([CH3:20])[N:16]=1. The catalyst class is: 22. (9) Reactant: [N:1]1[C:10]2[C:5](=[CH:6][C:7](C(O)=O)=[CH:8][CH:9]=2)[CH:4]=[CH:3][CH:2]=1.C([N:16]([CH2:19]C)CC)C.C1C=CC(P(N=[N+]=[N-])(C2C=CC=CC=2)=[O:28])=CC=1.[CH3:38][C:39]([OH:42])([CH3:41])[CH3:40]. Product: [N:1]1[C:10]2[C:5](=[CH:6][C:7]([NH:16][C:19](=[O:28])[O:42][C:39]([CH3:41])([CH3:40])[CH3:38])=[CH:8][CH:9]=2)[CH:4]=[CH:3][CH:2]=1. The catalyst class is: 93.